From a dataset of Reaction yield outcomes from USPTO patents with 853,638 reactions. Predict the reaction yield, written as a fraction of the theoretical maximum amount of product (1.0 means a 100% yield; for example, 0.34 means a 34% yield). (1) The reactants are [NH:1]1[CH:5]=[CH:4][N:3]=[CH:2]1.[H-].[Na+].Cl[CH:9]1[CH2:14][CH2:13][CH2:12][CH2:11][O:10]1.Cl.O1C=CCCC1. The catalyst is C1COCC1.CO. The product is [O:10]1[CH2:11][CH2:12][CH2:13][CH2:14][CH:9]1[N:1]1[CH:5]=[CH:4][N:3]=[CH:2]1. The yield is 0.760. (2) The reactants are [Cl:1][C:2]1[N:3]=[C:4]([N:11]2[CH2:16][CH2:15][O:14][CH2:13][CH2:12]2)[C:5]2[S:10][CH:9]=[CH:8][C:6]=2[N:7]=1.[Li]CCCC.CN([CH:25]=[O:26])C.Cl. The catalyst is C1COCC1. The product is [Cl:1][C:2]1[N:3]=[C:4]([N:11]2[CH2:16][CH2:15][O:14][CH2:13][CH2:12]2)[C:5]2[S:10][C:9]([CH:25]=[O:26])=[CH:8][C:6]=2[N:7]=1. The yield is 0.990.